From a dataset of Experimentally validated miRNA-target interactions with 360,000+ pairs, plus equal number of negative samples. Binary Classification. Given a miRNA mature sequence and a target amino acid sequence, predict their likelihood of interaction. (1) Result: 0 (no interaction). The protein sequence of the target gene is MVMSLRAGYRAALSLWILSSFICRAWTAPSTFQKCDEPLISGLPHVSFSSSSSLSSSYAPGYAKINKRGGAGGWSPSDSDHYQWLQVDFGNRKQISAIATQGRYSSSDWVTQYRMLYSDTGRNWKPYHQDGNIWAFPGNINSDSVVRHDLQHAVVARYVRIVPLDWNGEGHIGLRAEVYGCAYWADVINFDGHGVLPYRFRNKKMKTLKDVIALKFKTSESEGVLLHGEGQQGDYITLELKKAKLVLSLNLGSNQLGPIYGHTSVTSGSLLDDHHWHSVLIERQGRSINLTLDRSMQHFR.... The miRNA is hsa-miR-23b-3p with sequence AUCACAUUGCCAGGGAUUACCAC. (2) The miRNA is hsa-miR-3155a with sequence CCAGGCUCUGCAGUGGGAACU. The protein sequence of the target gene is MDANSKDKPPETKESAMNNAGNASFILGTGKIVTPQKHAELPPNPCTPDTFKSPLNFSTVTVEQLGITPESFVRNSAGKSSSYLKKCRRRSAVGARGSPETNHLIRFIARQQNIKNARKSPLAQDSPSQGSPALYRNVNTLRERISAFQSAFHSIKENEKMTGCLEFSEAGKESEMTDLTRKEGLSACQQSGFPAVLSSKRRRISYQRDSDENLTDAEGKVIGLQIFNIDTDRACAVETSVDLSEISSKLGSTQSGFLVEESLPLSELTETSNALKVADCVVGKGSSDAVSPDTFTAEVS.... Result: 0 (no interaction). (3) The miRNA is hsa-miR-4521 with sequence GCUAAGGAAGUCCUGUGCUCAG. The protein sequence of the target gene is MAQSRVLLLLLLLPPQLHLGPVLAVRAPGFGRSGGHSLSPEENEFAEEEPVLVLSPEEPGPGPAAVSCPRDCACSQEGVVDCGGIDLREFPGDLPEHTNHLSLQNNQLEKIYPEELSRLHRLETLNLQNNRLTSRGLPEKAFEHLTNLNYLYLANNKLTLAPRFLPNALISVDFAANYLTKIYGLTFGQKPNLRSVYLHNNKLADAGLPDNMFNGSSNVEVLILSSNFLRHVPKHLPPALYKLHLKNNKLEKIPPGAFSELSSLRELYLQNNYLTDEGLDNETFWKLSSLEYLDLSSNNL.... Result: 0 (no interaction). (4) The miRNA is mmu-miR-674-5p with sequence GCACUGAGAUGGGAGUGGUGUA. The protein sequence of the target gene is MGPPLKLFKNQKYQELKQECMKDGRLFCDPTFLPENDSLFFNRLLPGKVVWKRPQDISDDPHLIVGNISNHQLIQGRLGNKAMISAFSCLAVQESHWTKAIPNHKDQEWDPRKPEKYAGIFHFRFWHFGEWTEVVIDDLLPTINGDLVFSFSTSMNEFWNALLEKAYAKLLGCYEALDGLTITDIIMDFTGTLAEIIDMQKGRYTDLVEEKYKLFGELYKTFTKGGLICCSIESPSQEEQEVETDWGLLKGYTYTMTDIRKLRLGERLVEVFSTEKLYMVRLRNPLGRQEWSGPWSEISE.... Result: 0 (no interaction).